From a dataset of Forward reaction prediction with 1.9M reactions from USPTO patents (1976-2016). Predict the product of the given reaction. Given the reactants [CH2:1]1[C:9]2[C:4](=[CH:5][CH:6]=[CH:7][CH:8]=2)[CH2:3][CH:2]1[N:10]1[C:14]([C:15]2[CH:20]=[CH:19][CH:18]=[CH:17][CH:16]=2)=[C:13]([C:21](O)=[O:22])[N:12]=[CH:11]1.[CH2:24]([N:31]1[CH2:36][CH2:35][NH:34][C@H:33]([C:37](=[O:41])[CH:38]([CH3:40])[CH3:39])[CH2:32]1)[C:25]1[CH:30]=[CH:29][CH:28]=[CH:27][CH:26]=1.CCN=C=NCCCN(C)C.Cl.C1C=CC2N(O)N=NC=2C=1.C(N(CC)C(C)C)(C)C.C(=O)(O)[O-].[Na+], predict the reaction product. The product is: [CH2:24]([N:31]1[CH2:36][CH2:35][N:34]([C:21]([C:13]2[N:12]=[CH:11][N:10]([CH:2]3[CH2:3][C:4]4[C:9](=[CH:8][CH:7]=[CH:6][CH:5]=4)[CH2:1]3)[C:14]=2[C:15]2[CH:16]=[CH:17][CH:18]=[CH:19][CH:20]=2)=[O:22])[C@H:33]([C:37](=[O:41])[CH:38]([CH3:39])[CH3:40])[CH2:32]1)[C:25]1[CH:26]=[CH:27][CH:28]=[CH:29][CH:30]=1.